This data is from Forward reaction prediction with 1.9M reactions from USPTO patents (1976-2016). The task is: Predict the product of the given reaction. (1) Given the reactants [CH3:1][N:2]([CH3:18])[C:3]1[CH:4]=[C:5]2[C:10](=[CH:11][CH:12]=1)[CH:9]=[C:8]([C:13]#[C:14][C:15](=[O:17])[CH3:16])[CH:7]=[CH:6]2, predict the reaction product. The product is: [CH3:18][N:2]([CH3:1])[C:3]1[CH:4]=[C:5]2[C:10](=[CH:11][CH:12]=1)[CH:9]=[C:8]([C:13]#[C:14][CH:15]([OH:17])[CH3:16])[CH:7]=[CH:6]2. (2) Given the reactants [Cl:1][C:2]1[CH:7]=[CH:6][C:5]([C:8]2[N:17]=[C:16]([C:18]([OH:20])=O)[C:15]3[C:10](=[CH:11][CH:12]=[CH:13][CH:14]=3)[N:9]=2)=[CH:4][CH:3]=1.Cl.[OH:22][C:23]1[C:32]([CH3:33])=[CH:31][CH:30]=[C:29]2[C:24]=1[CH2:25][CH2:26][NH:27][CH2:28]2, predict the reaction product. The product is: [Cl:1][C:2]1[CH:7]=[CH:6][C:5]([C:8]2[N:17]=[C:16]([C:18]([N:27]3[CH2:26][CH2:25][C:24]4[C:29](=[CH:30][CH:31]=[C:32]([CH3:33])[C:23]=4[OH:22])[CH2:28]3)=[O:20])[C:15]3[C:10](=[CH:11][CH:12]=[CH:13][CH:14]=3)[N:9]=2)=[CH:4][CH:3]=1. (3) The product is: [F:17][C:14]1[CH:13]=[CH:12][C:11]([C:9]2([C:18]#[N:19])[CH2:8][CH2:7][C:6](=[O:20])[CH2:5][CH2:10]2)=[CH:16][CH:15]=1. Given the reactants COC([CH:5]1[CH2:10][C:9]([C:18]#[N:19])([C:11]2[CH:16]=[CH:15][C:14]([F:17])=[CH:13][CH:12]=2)[CH2:8][CH2:7][C:6]1=[O:20])=O.Cl, predict the reaction product. (4) Given the reactants [CH3:1][N:2]1[C:7](=[O:8])[C:6]2[C:9]([C:30]3[CH:35]=[CH:34][CH:33]=[CH:32][CH:31]=3)=[C:10]([C:12]3[CH:17]=[CH:16][C:15]([C:18]4([NH:22][C:23](=[O:29])[O:24][C:25]([CH3:28])([CH3:27])[CH3:26])[CH2:21][CH2:20][CH2:19]4)=[CH:14][CH:13]=3)[O:11][C:5]=2[N:4]=[C:3]1S(C)(=O)=O.[NH:40]1[CH2:44][CH2:43][CH2:42][CH2:41]1, predict the reaction product. The product is: [CH3:1][N:2]1[C:7](=[O:8])[C:6]2[C:9]([C:30]3[CH:35]=[CH:34][CH:33]=[CH:32][CH:31]=3)=[C:10]([C:12]3[CH:17]=[CH:16][C:15]([C:18]4([NH:22][C:23](=[O:29])[O:24][C:25]([CH3:28])([CH3:27])[CH3:26])[CH2:21][CH2:20][CH2:19]4)=[CH:14][CH:13]=3)[O:11][C:5]=2[N:4]=[C:3]1[N:40]1[CH2:44][CH2:43][CH2:42][CH2:41]1. (5) Given the reactants [CH3:1][O:2][C:3]1[CH:4]=[C:5]([CH:15]=[CH:16][C:17]=1[NH:18][C:19]1[N:24]=[C:23]([NH:25][C:26]2[CH:34]=[CH:33][CH:32]=[C:31]3[C:27]=2[C:28](=[O:36])[N:29]([CH3:35])[CH2:30]3)[C:22]([C:37]([F:40])([F:39])[F:38])=[CH:21][N:20]=1)[CH2:6][P:7](=[O:14])([O:11]CC)[O:8][CH2:9][CH3:10], predict the reaction product. The product is: [CH3:1][O:2][C:3]1[CH:4]=[C:5]([CH:15]=[CH:16][C:17]=1[NH:18][C:19]1[N:24]=[C:23]([NH:25][C:26]2[CH:34]=[CH:33][CH:32]=[C:31]3[C:27]=2[C:28](=[O:36])[N:29]([CH3:35])[CH2:30]3)[C:22]([C:37]([F:39])([F:40])[F:38])=[CH:21][N:20]=1)[CH2:6][P:7](=[O:11])([OH:14])[O:8][CH2:9][CH3:10]. (6) Given the reactants C(N(CC)C(C)C)(C)C.[F:10][C:11]1[C:16]([F:17])=[CH:15][CH:14]=[CH:13][C:12]=1[C@@:18]([NH:24][S@@:25]([C:27]([CH3:30])([CH3:29])[CH3:28])=[O:26])([CH2:21][CH2:22][OH:23])[CH2:19][F:20], predict the reaction product. The product is: [F:10][C:11]1[C:16]([F:17])=[CH:15][CH:14]=[CH:13][C:12]=1[C@@:18]([NH:24][S@@:25]([C:27]([CH3:30])([CH3:29])[CH3:28])=[O:26])([CH2:21][CH:22]=[O:23])[CH2:19][F:20].[F:10][C:11]1[C:16]([F:17])=[CH:15][CH:14]=[CH:13][C:12]=1[C@@:18]([NH:24][S@@:25]([C:27]([CH3:30])([CH3:29])[CH3:28])=[O:26])([CH2:21][CH2:22][OH:23])[CH2:19][F:20]. (7) Given the reactants [CH3:1][C@@H:2]1[CH2:7][N:6]([C:8]2[C:13]([CH2:14][OH:15])=[CH:12][C:11](I)=[C:10]([F:17])[N:9]=2)[CH2:5][C@H:4]([CH3:18])[O:3]1.[C:19]([C:21]1[CH:26]=[CH:25][CH:24]=[CH:23][N:22]=1)#[CH:20].CCN(CC)CC.C(OCC)(=O)C.ClCCl, predict the reaction product. The product is: [CH3:1][C@@H:2]1[CH2:7][N:6]([C:8]2[C:13]([CH2:14][OH:15])=[CH:12][C:11]([C:20]#[C:19][C:21]3[CH:26]=[CH:25][CH:24]=[CH:23][N:22]=3)=[C:10]([F:17])[N:9]=2)[CH2:5][C@H:4]([CH3:18])[O:3]1.